Dataset: Forward reaction prediction with 1.9M reactions from USPTO patents (1976-2016). Task: Predict the product of the given reaction. (1) Given the reactants O=[C:2]1[CH2:6][CH2:5][C@H:4]([C:7]2[C:15]3[C:10](=[CH:11][CH:12]=[C:13]([C:16]#[N:17])[CH:14]=3)[NH:9][CH:8]=2)[CH2:3]1.[CH3:18][NH:19][CH3:20].C(O[BH-](OC(=O)C)OC(=O)C)(=O)C.[Na+].Cl.C(=O)([O-])[O-].[Na+].[Na+], predict the reaction product. The product is: [CH3:18][N:19]([CH3:20])[CH:2]1[CH2:6][CH2:5][C@H:4]([C:7]2[C:15]3[C:10](=[CH:11][CH:12]=[C:13]([C:16]#[N:17])[CH:14]=3)[NH:9][CH:8]=2)[CH2:3]1. (2) Given the reactants [OH:1][C:2]12[CH2:21][CH:20]([O:22][CH2:23][O:24][CH3:25])[CH2:19][CH:12]3[O:13][C:14]([CH3:18])([CH3:17])[O:15][CH2:16][C:11]13[CH:10]1[CH:5]([C:6]3([O:37][CH2:38][O:39][CH3:40])[CH2:32][CH2:31][CH:30]([CH:33]=[N:34]O)[C:7]3([CH3:36])[CH2:8][CH:9]1[O:26][CH2:27][O:28][CH3:29])[CH2:4][CH2:3]2.C(N1C=CN=C1)(N1C=CN=C1)=O.[NH4+].[Cl-], predict the reaction product. The product is: [OH:1][C@@:2]12[CH2:21][C@@H:20]([O:22][CH2:23][O:24][CH3:25])[CH2:19][C@H:12]3[O:13][C:14]([CH3:17])([CH3:18])[O:15][CH2:16][C@@:11]13[CH:10]1[CH:5]([C@@:6]3([O:37][CH2:38][O:39][CH3:40])[CH2:32][CH2:31][C@H:30]([C:33]#[N:34])[C@@:7]3([CH3:36])[CH2:8][C@H:9]1[O:26][CH2:27][O:28][CH3:29])[CH2:4][CH2:3]2. (3) Given the reactants [Br:1][C:2]1[CH:7]=[CH:6][CH:5]=[CH:4][C:3]=1[CH2:8][C:9]#[N:10].Cl[CH:12]([C:19]1[CH:20]=[N:21][CH:22]=[CH:23][CH:24]=1)[C:13]1[CH:14]=[N:15][CH:16]=[CH:17][CH:18]=1, predict the reaction product. The product is: [Br:1][C:2]1[CH:7]=[CH:6][CH:5]=[CH:4][C:3]=1[CH:8]([CH:12]([C:19]1[CH:20]=[N:21][CH:22]=[CH:23][CH:24]=1)[C:13]1[CH:14]=[N:15][CH:16]=[CH:17][CH:18]=1)[C:9]#[N:10]. (4) Given the reactants [CH3:1][N:2]([CH3:17])[C:3](=[O:16])[C@@H:4]([NH:8]C(=O)OC(C)(C)C)[CH:5]([CH3:7])[CH3:6].[ClH:18].O1CCOCC1, predict the reaction product. The product is: [NH2:8][C@@H:4]([CH:5]([CH3:7])[CH3:6])[C:3]([N:2]([CH3:17])[CH3:1])=[O:16].[ClH:18]. (5) Given the reactants [Cl:1][C:2]1[N:3]=[C:4](Cl)[C:5]2[CH2:10][CH2:9][CH:8]([C:11]3[CH:16]=[C:15]([F:17])[C:14](F)=[C:13]([F:19])[CH:12]=3)[C:6]=2[N:7]=1.[CH3:21][NH2:22], predict the reaction product. The product is: [Cl:1][C:2]1[N:3]=[C:4]([NH:22][CH3:21])[C:5]2[CH2:10][CH2:9][CH:8]([C:11]3[CH:12]=[C:13]([F:19])[CH:14]=[C:15]([F:17])[CH:16]=3)[C:6]=2[N:7]=1.